From a dataset of Forward reaction prediction with 1.9M reactions from USPTO patents (1976-2016). Predict the product of the given reaction. (1) Given the reactants O1CCOCC1.[CH:7]([B-](F)(F)F)=[CH2:8].[K+].F[B-](F)(F)F.[Br:19][C:20]1[CH:25]=[C:24]([C:26]([O:28][CH3:29])=[O:27])[CH:23]=[CH:22][C:21]=1[N+]#N.C([O-])(O)=O.[Na+], predict the reaction product. The product is: [Br:19][C:20]1[CH:25]=[C:24]([CH:23]=[CH:22][C:21]=1[CH:7]=[CH2:8])[C:26]([O:28][CH3:29])=[O:27]. (2) The product is: [NH2:17][C:14]1[CH:15]=[C:16]2[C:11]([CH2:10][CH:9]([OH:18])[CH:8]2[NH:7][C:6]([C:46]2[CH:47]=[CH:48][C:43]([C:40]3[CH:41]=[CH:42][CH:37]=[CH:38][CH:39]=3)=[CH:44][CH:45]=2)=[O:19])=[CH:12][CH:13]=1. Given the reactants C(O[C:6](=[O:19])[NH:7][CH:8]1[C:16]2[C:11](=[CH:12][CH:13]=[C:14]([NH2:17])[CH:15]=2)[CH2:10][CH:9]1[OH:18])(C)(C)C.C(O)(C(F)(F)F)=O.O=C1CCC(=O)N1OC([C:37]1[CH:42]=[CH:41][C:40]([C:43]2[CH:48]=[CH:47][CH:46]=[CH:45][CH:44]=2)=[CH:39][CH:38]=1)=O, predict the reaction product. (3) The product is: [F:16][C:17]1[CH:18]=[CH:19][C:20]([CH2:21][N:22]2[CH2:27][CH2:26][C:25]3[C:9]([C:11]([O:13][CH2:14][CH3:15])=[O:12])=[N:8][CH:7]=[C:6]([OH:10])[C:24]=3[C:23]2=[O:28])=[CH:29][CH:30]=1. Given the reactants C(O[C:6]1[O:10][C:9]([C:11]([O:13][CH2:14][CH3:15])=[O:12])=[N:8][CH:7]=1)CCC.[F:16][C:17]1[CH:30]=[CH:29][C:20]([CH2:21][N:22]2[CH2:27][CH2:26][CH:25]=[CH:24][C:23]2=[O:28])=[CH:19][CH:18]=1.FC(F)(F)C(O)=O, predict the reaction product. (4) Given the reactants [N:1]([CH2:4][CH:5]1[NH:10][C:9]2[C:11](Br)=[CH:12][C:13]([Cl:15])=[CH:14][C:8]=2[O:7][CH2:6]1)=[N+:2]=[N-:3].[Cl:17][C:18]1[CH:23]=[CH:22][C:21](B(O)O)=[C:20]([C:27]([F:30])([F:29])[F:28])[CH:19]=1, predict the reaction product. The product is: [N:1]([CH2:4][CH:5]1[NH:10][C:9]2[C:11]([C:21]3[CH:22]=[CH:23][C:18]([Cl:17])=[CH:19][C:20]=3[C:27]([F:28])([F:30])[F:29])=[CH:12][C:13]([Cl:15])=[CH:14][C:8]=2[O:7][CH2:6]1)=[N+:2]=[N-:3]. (5) Given the reactants S(O)(O)(=O)=O.[NH:6]1[CH:10]=[CH:9][N:8]=[C:7]1[NH2:11].[F:12][C:13]1[CH:18]=[CH:17][CH:16]=[CH:15][C:14]=1[CH:19]([C:25](OCC)=[O:26])[C:20](OCC)=[O:21].N12CCCN=C1CCCCC2, predict the reaction product. The product is: [F:12][C:13]1[CH:18]=[CH:17][CH:16]=[CH:15][C:14]=1[C:19]1[C:25]([OH:26])=[N:11][C:7]2[N:6]([CH:10]=[CH:9][N:8]=2)[C:20]=1[OH:21].